This data is from Catalyst prediction with 721,799 reactions and 888 catalyst types from USPTO. The task is: Predict which catalyst facilitates the given reaction. (1) Reactant: [C:1](#[N:5])[CH2:2][C:3]#[N:4].C(=O)([O-])[O-].[K+].[K+].[CH2:12]([O:14][C:15]1[CH:20]=[CH:19][C:18]([N:21]=[C:22]=[S:23])=[CH:17][CH:16]=1)[CH3:13].Br[CH2:25][C:26]([C:28]1[CH:33]=[CH:32][C:31]([O:34][CH3:35])=[CH:30][C:29]=1[O:36][CH3:37])=[O:27]. Product: [NH2:4][C:3]1[C:2]([C:1]#[N:5])=[C:22]([NH:21][C:18]2[CH:19]=[CH:20][C:15]([O:14][CH2:12][CH3:13])=[CH:16][CH:17]=2)[S:23][C:25]=1[C:26](=[O:27])[C:28]1[CH:33]=[CH:32][C:31]([O:34][CH3:35])=[CH:30][C:29]=1[O:36][CH3:37]. The catalyst class is: 9. (2) The catalyst class is: 5. Reactant: C([O:9][C@@H:10]1[CH2:18][C@@H:13]2[O:14][C:15](=[O:17])[CH2:16][C@@H:12]2[C@H:11]1[CH2:19][CH2:20][C:21]([F:31])([F:30])[CH2:22][O:23][C:24]1[CH:29]=[CH:28][CH:27]=[CH:26][CH:25]=1)(=O)C1C=CC=CC=1.C(=O)([O-])[O-].[K+].[K+]. Product: [F:31][C:21]([F:30])([CH2:22][O:23][C:24]1[CH:25]=[CH:26][CH:27]=[CH:28][CH:29]=1)[CH2:20][CH2:19][C@@H:11]1[C@@H:12]2[C@@H:13]([O:14][C:15](=[O:17])[CH2:16]2)[CH2:18][C@H:10]1[OH:9]. (3) Reactant: [CH2:1]([O:3][C:4]([C:6]1[S:7][C:8]([C:14]2[C:23]3[C:18](=[CH:19][CH:20]=[CH:21][CH:22]=3)[C:17]([S:24](=[O:33])(=[O:32])[NH:25][C@@H:26]([CH3:31])[C:27]([F:30])([F:29])[F:28])=[CH:16][CH:15]=2)=[C:9]([C:11]([OH:13])=O)[N:10]=1)=[O:5])[CH3:2].[CH3:34][CH:35]1[CH2:40][CH2:39][NH:38][CH2:37][CH2:36]1.CN(C(ON1N=NC2C=CC=NC1=2)=[N+](C)C)C.F[P-](F)(F)(F)(F)F.C(#N)C. Product: [CH3:34][CH:35]1[CH2:40][CH2:39][N:38]([C:11]([C:9]2[N:10]=[C:6]([C:4]([O:3][CH2:1][CH3:2])=[O:5])[S:7][C:8]=2[C:14]2[C:23]3[C:18](=[CH:19][CH:20]=[CH:21][CH:22]=3)[C:17]([S:24](=[O:32])(=[O:33])[NH:25][C@@H:26]([CH3:31])[C:27]([F:28])([F:29])[F:30])=[CH:16][CH:15]=2)=[O:13])[CH2:37][CH2:36]1. The catalyst class is: 6.